From a dataset of Forward reaction prediction with 1.9M reactions from USPTO patents (1976-2016). Predict the product of the given reaction. Given the reactants [NH2:1][C:2]1[CH:6]=[C:5]([C:7]2[CH:12]=[CH:11][CH:10]=[CH:9][CH:8]=2)[N:4]([C:13]2[CH:18]=[CH:17][C:16]([S:19]([NH2:22])(=[O:21])=[O:20])=[CH:15][CH:14]=2)[N:3]=1.[F:23][C:24]([F:35])([F:34])[C:25]1[CH:26]=[C:27]([N:31]=[C:32]=[O:33])[CH:28]=[CH:29][CH:30]=1.C(N(CC)CC)C.O, predict the reaction product. The product is: [C:7]1([C:5]2[N:4]([C:13]3[CH:18]=[CH:17][C:16]([S:19]([NH2:22])(=[O:20])=[O:21])=[CH:15][CH:14]=3)[N:3]=[C:2]([NH:1][C:32]([NH:31][C:27]3[CH:28]=[CH:29][CH:30]=[C:25]([C:24]([F:23])([F:34])[F:35])[CH:26]=3)=[O:33])[CH:6]=2)[CH:8]=[CH:9][CH:10]=[CH:11][CH:12]=1.